This data is from Catalyst prediction with 721,799 reactions and 888 catalyst types from USPTO. The task is: Predict which catalyst facilitates the given reaction. (1) Reactant: [CH:1]1([C@H:7]([NH:12][C:13]([C@@H:15]([NH:20][C:21]([C@@H:23]2[CH2:28][C@@H:27]3[CH2:29][C@H:24]2[C:25](=[O:30])[O:26]3)=[O:22])[C:16]([CH3:19])([CH3:18])[CH3:17])=[O:14])[C:8]([NH:10][CH3:11])=[O:9])[CH2:6][CH2:5][CH2:4][CH2:3][CH2:2]1.[Li+].[OH-].Cl.[CH2:34]([O:36][C:37]([C:39]1([NH2:44])[CH2:41][CH:40]1[CH:42]=[CH2:43])=[O:38])[CH3:35].CCN(C(C)C)C(C)C.CN(C(ON1N=NC2C=CC=NC1=2)=[N+](C)C)C.F[P-](F)(F)(F)(F)F. Product: [CH2:34]([O:36][C:37]([C@@:39]1([NH:44][C:25]([C@@H:24]2[CH2:29][C@H:27]([OH:26])[CH2:28][C@H:23]2[C:21]([NH:20][C@H:15]([C:13]([NH:12][C@@H:7]([CH:1]2[CH2:2][CH2:3][CH2:4][CH2:5][CH2:6]2)[C:8]([NH:10][CH3:11])=[O:9])=[O:14])[C:16]([CH3:19])([CH3:17])[CH3:18])=[O:22])=[O:30])[CH2:41][CH:40]1[CH:42]=[CH2:43])=[O:38])[CH3:35]. The catalyst class is: 38. (2) Reactant: [F:1][C:2]1[CH:3]=[C:4]2[C:11]([C:12]3[N:13]=[N:14][C:15]4[C:20]([CH3:22])([CH3:21])[C:19](=[O:23])[NH:18][C:16]=4[N:17]=3)=[N:10][NH:9][C:5]2=[N:6][C:7]=1[CH3:8].C(=O)([O-])[O-].[Cs+].[Cs+].[F:30][C:31]1[CH:38]=[CH:37][CH:36]=[C:35]([F:39])[C:32]=1[CH2:33]Br. Product: [F:30][C:31]1[CH:38]=[CH:37][CH:36]=[C:35]([F:39])[C:32]=1[CH2:33][N:9]1[C:5]2=[N:6][C:7]([CH3:8])=[C:2]([F:1])[CH:3]=[C:4]2[C:11]([C:12]2[N:13]=[N:14][C:15]3[C:20]([CH3:21])([CH3:22])[C:19](=[O:23])[NH:18][C:16]=3[N:17]=2)=[N:10]1. The catalyst class is: 39. (3) Reactant: [NH:1]1[CH2:6][CH2:5][O:4][CH2:3][CH2:2]1.C(O)(=O)C.[F:11][C:12]1[CH:13]=[C:14]([CH2:19][O:20][C:21]2[CH:35]=[CH:34][C:33]([CH:36]=O)=[CH:32][C:22]=2[C:23]([NH:25][C:26]2[CH:27]=[N:28][CH:29]=[CH:30][CH:31]=2)=[O:24])[CH:15]=[CH:16][C:17]=1[F:18].C(O[BH-](OC(=O)C)OC(=O)C)(=O)C.[Na+].C(=O)([O-])O.[Na+]. Product: [F:11][C:12]1[CH:13]=[C:14]([CH2:19][O:20][C:21]2[CH:35]=[CH:34][C:33]([CH2:36][N:1]3[CH2:6][CH2:5][O:4][CH2:3][CH2:2]3)=[CH:32][C:22]=2[C:23]([NH:25][C:26]2[CH:27]=[N:28][CH:29]=[CH:30][CH:31]=2)=[O:24])[CH:15]=[CH:16][C:17]=1[F:18]. The catalyst class is: 417. (4) Reactant: [F:1][C:2]1[CH:7]=[CH:6][C:5]([C:8]2[CH:12]=[CH:11][N:10]([C:13]3[N:36]=[CH:35][CH:34]=[CH:33][C:14]=3[C:15]([NH:17][CH:18]([CH2:26][C:27]3[CH:32]=[CH:31][CH:30]=[CH:29][CH:28]=3)[CH:19]([OH:25])[C:20]([O:22]CC)=[O:21])=[O:16])[N:9]=2)=[CH:4][CH:3]=1.O1CCCC1. Product: [F:1][C:2]1[CH:7]=[CH:6][C:5]([C:8]2[CH:12]=[CH:11][N:10]([C:13]3[N:36]=[CH:35][CH:34]=[CH:33][C:14]=3[C:15]([NH:17][CH:18]([CH2:26][C:27]3[CH:28]=[CH:29][CH:30]=[CH:31][CH:32]=3)[CH:19]([OH:25])[C:20]([OH:22])=[O:21])=[O:16])[N:9]=2)=[CH:4][CH:3]=1. The catalyst class is: 6. (5) Reactant: CC1(C)CCCC(C)(C)N1.C([Li])CCC.[F:16][C:17]1[CH:22]=[CH:21][CH:20]=[C:19]([O:23][C:24]([F:27])([F:26])[F:25])[C:18]=1[Si:28]([CH3:31])([CH3:30])[CH3:29].[I:32]I. Product: [F:16][C:17]1[C:18]([Si:28]([CH3:31])([CH3:30])[CH3:29])=[C:19]([O:23][C:24]([F:27])([F:25])[F:26])[C:20]([I:32])=[CH:21][CH:22]=1. The catalyst class is: 7. (6) Reactant: [H-].[Na+].[C:3]1([S:9]([N:12]2[CH2:16][CH2:15][CH:14]([NH:17][C:18](=[O:24])[O:19][C:20]([CH3:23])([CH3:22])[CH3:21])[CH2:13]2)(=[O:11])=[O:10])[CH:8]=[CH:7][CH:6]=[CH:5][CH:4]=1.[CH3:25]I.O. Product: [CH3:25][N:17]([CH:14]1[CH2:15][CH2:16][N:12]([S:9]([C:3]2[CH:4]=[CH:5][CH:6]=[CH:7][CH:8]=2)(=[O:10])=[O:11])[CH2:13]1)[C:18](=[O:24])[O:19][C:20]([CH3:21])([CH3:23])[CH3:22]. The catalyst class is: 7. (7) Reactant: [O:1]=[C:2]1[CH2:7][CH2:6][CH2:5][CH2:4][CH:3]1[C:8]([O:10]CC)=[O:9]. Product: [O:1]=[C:2]1[CH2:7][CH2:6][CH2:5][CH2:4][CH:3]1[C:8]([OH:10])=[O:9]. The catalyst class is: 801. (8) Reactant: [C:1]([O:5][C:6]([NH:8][C:9]1([C:15]([OH:17])=O)[CH2:14][CH2:13][O:12][CH2:11][CH2:10]1)=[O:7])([CH3:4])([CH3:3])[CH3:2].[NH2:18][C@@H:19]([CH2:23][C:24]1[CH:29]=[CH:28][C:27]([I:30])=[CH:26][CH:25]=1)[C:20]([NH2:22])=[O:21].C(N(C(C)C)C(C)C)C.CN(C(ON1N=NC2C=CC=CC1=2)=[N+](C)C)C.[B-](F)(F)(F)F. Product: [NH2:22][C:20](=[O:21])[C@@H:19]([NH:18][C:15]([C:9]1([NH:8][C:6](=[O:7])[O:5][C:1]([CH3:2])([CH3:3])[CH3:4])[CH2:10][CH2:11][O:12][CH2:13][CH2:14]1)=[O:17])[CH2:23][C:24]1[CH:29]=[CH:28][C:27]([I:30])=[CH:26][CH:25]=1. The catalyst class is: 3. (9) Reactant: [C@H:1]1([NH:10][C:11]2[CH:20]=[CH:19][C:18]3[C:13](=[CH:14][CH:15]=[C:16]([NH2:21])[CH:17]=3)[N:12]=2)[C:9]2[C:4](=[CH:5][CH:6]=[CH:7][CH:8]=2)[CH2:3][CH2:2]1.[N-:22]=[C:23]=[O:24].[K+].O.C(=O)(O)[O-].[Na+]. Product: [C@H:1]1([NH:10][C:11]2[CH:20]=[CH:19][C:18]3[C:13](=[CH:14][CH:15]=[C:16]([NH:21][C:23]([NH2:22])=[O:24])[CH:17]=3)[N:12]=2)[C:9]2[C:4](=[CH:5][CH:6]=[CH:7][CH:8]=2)[CH2:3][CH2:2]1. The catalyst class is: 15. (10) Reactant: Cl[CH:2]1[CH2:7][CH2:6][CH:5]([C:8]([O:10][CH2:11][CH3:12])=[O:9])[C:4]([C:13]2[CH:18]=[CH:17][CH:16]=[CH:15][CH:14]=2)=[CH:3]1.O.Cl. Product: [C:13]1([C:4]2[CH:3]=[CH:2][CH2:7][CH2:6][C:5]=2[C:8]([O:10][CH2:11][CH3:12])=[O:9])[CH:18]=[CH:17][CH:16]=[CH:15][CH:14]=1. The catalyst class is: 107.